Dataset: Forward reaction prediction with 1.9M reactions from USPTO patents (1976-2016). Task: Predict the product of the given reaction. (1) Given the reactants [N+:1]([C:4]1[CH:13]=[CH:12][CH:11]=[C:10]2[C:5]=1[CH:6]=[CH:7]O[C:9]2=[O:14])([O-:3])=[O:2].[CH3:15][C:16]1([CH3:23])[O:20][CH:19]([CH2:21][NH2:22])[CH2:18][O:17]1.CO, predict the reaction product. The product is: [CH3:15][C:16]1([CH3:23])[O:20][CH:19]([CH2:21][N:22]2[CH:7]=[CH:6][C:5]3[C:10](=[CH:11][CH:12]=[CH:13][C:4]=3[N+:1]([O-:3])=[O:2])[C:9]2=[O:14])[CH2:18][O:17]1. (2) Given the reactants NC[C:3]1[CH:15]=[C:14]2[C:6]([C:7]3[C:8]([C:19]4[CH:24]=[CH:23][CH:22]=[C:21]([N:25]5[CH2:33][C:32]6[C:27](=[CH:28][CH:29]=[CH:30][CH:31]=6)[C:26]5=[O:34])[C:20]=4[CH3:35])=[CH:9][CH:10]=[C:11]([C:16]([NH2:18])=[O:17])[C:12]=3[NH:13]2)=[CH:5][CH:4]=1.N(C(C)C)=C=O, predict the reaction product. The product is: [CH3:35][C:20]1[C:21]([N:25]2[CH2:33][C:32]3[C:27](=[CH:28][CH:29]=[CH:30][CH:31]=3)[C:26]2=[O:34])=[CH:22][CH:23]=[CH:24][C:19]=1[C:8]1[C:7]2[C:6]3[C:14](=[CH:15][CH:3]=[CH:4][CH:5]=3)[NH:13][C:12]=2[C:11]([C:16]([NH2:18])=[O:17])=[CH:10][CH:9]=1. (3) Given the reactants [N:1]1([CH2:6][CH2:7][O:8][C:9]2[CH:14]=[CH:13][C:12]([NH2:15])=[CH:11][CH:10]=2)[CH:5]=[CH:4][CH:3]=[N:2]1.[Cl:16][C:17]1[CH:22]=[C:21]([C:23]([F:26])([F:25])[F:24])[CH:20]=[CH:19][C:18]=1[C:27]#[C:28][C:29](O)=[O:30], predict the reaction product. The product is: [N:1]1([CH2:6][CH2:7][O:8][C:9]2[CH:10]=[CH:11][C:12]([NH:15][C:29](=[O:30])[C:28]#[C:27][C:18]3[CH:19]=[CH:20][C:21]([C:23]([F:25])([F:24])[F:26])=[CH:22][C:17]=3[Cl:16])=[CH:13][CH:14]=2)[CH:5]=[CH:4][CH:3]=[N:2]1. (4) Given the reactants [Mg].II.Br[C:5]1[C:6]([F:13])=[C:7]([CH3:12])[C:8]([F:11])=[CH:9][CH:10]=1.CN(C)[CH:16]=[O:17], predict the reaction product. The product is: [F:13][C:6]1[C:7]([CH3:12])=[C:8]([F:11])[CH:9]=[CH:10][C:5]=1[CH:16]=[O:17]. (5) Given the reactants CO[CH:3]=[C:4]1[C:13]2[C:8](=[CH:9][CH:10]=[CH:11][CH:12]=2)[C:7](=[O:14])[NH:6][C:5]1=[O:15].[C:16]1([NH2:23])[CH:21]=[CH:20][C:19]([NH2:22])=[CH:18][CH:17]=1, predict the reaction product. The product is: [NH2:22][C:19]1[CH:20]=[CH:21][C:16]([NH:23][CH:3]=[C:4]2[C:13]3[C:8](=[CH:9][CH:10]=[CH:11][CH:12]=3)[C:7](=[O:14])[NH:6][C:5]2=[O:15])=[CH:17][CH:18]=1.